This data is from Catalyst prediction with 721,799 reactions and 888 catalyst types from USPTO. The task is: Predict which catalyst facilitates the given reaction. (1) Reactant: [NH2:1][CH2:2][C@H:3]([F:6])[CH2:4][OH:5].C(=O)([O-])[O-].[K+].[K+].[C:13](O[C:13]([O:15][C:16]([CH3:19])([CH3:18])[CH3:17])=[O:14])([O:15][C:16]([CH3:19])([CH3:18])[CH3:17])=[O:14]. Product: [F:6][C@H:3]([CH2:4][OH:5])[CH2:2][NH:1][C:13](=[O:14])[O:15][C:16]([CH3:19])([CH3:18])[CH3:17]. The catalyst class is: 12. (2) Reactant: C([CH:3]1[C:12]2[C:11]([C:13]([N:15]([O:17][CH3:18])[CH3:16])=[O:14])=[N:10][N:9]([CH3:19])[C:8]=2[C:7](=O)/[C:6](=[CH:21]/N(C)C)/[CH2:5][CH2:4]1)C.S(O)(O)(=O)=O.[CH3:30][O:31][C:32](=[NH:34])[NH2:33].C([O-])([O-])=O.[K+].[K+]. Product: [CH3:18][O:17][N:15]([CH3:16])[C:13]([C:11]1[C:12]2[CH2:3][CH2:4][CH2:5][C:6]3[C:7](=[N:34][C:32]([O:31][CH3:30])=[N:33][CH:21]=3)[C:8]=2[N:9]([CH3:19])[N:10]=1)=[O:14]. The catalyst class is: 23. (3) Reactant: C[Si](C)(C)[C:3]#[C:4][C:5]#[C:6][CH2:7][CH2:8]/[CH:9]=[CH:10]\[C:11]([O:13]C)=[O:12].[OH-].[Na+]. Product: [C:11]([OH:13])(=[O:12])/[CH:10]=[CH:9]\[CH2:8][CH2:7][C:6]#[C:5][C:4]#[CH:3]. The catalyst class is: 25. (4) Reactant: [OH-].[Na+].[CH:3]1([C:6]2[CH:11]=[C:10]([CH2:12][N:13]3[CH2:16][C:15]4([CH2:20][C:19]([C@H:21]5[CH2:26][CH2:25][C@H:24]([C:27]([O:29]C)=[O:28])[CH2:23][CH2:22]5)=[N:18][O:17]4)[CH2:14]3)[C:9]([O:31][CH3:32])=[CH:8][C:7]=2[C:33]2[CH:38]=[CH:37][C:36]([F:39])=[CH:35][CH:34]=2)[CH2:5][CH2:4]1. Product: [CH:3]1([C:6]2[CH:11]=[C:10]([CH2:12][N:13]3[CH2:16][C:15]4([CH2:20][C:19]([C@H:21]5[CH2:22][CH2:23][C@H:24]([C:27]([OH:29])=[O:28])[CH2:25][CH2:26]5)=[N:18][O:17]4)[CH2:14]3)[C:9]([O:31][CH3:32])=[CH:8][C:7]=2[C:33]2[CH:38]=[CH:37][C:36]([F:39])=[CH:35][CH:34]=2)[CH2:5][CH2:4]1. The catalyst class is: 8. (5) Reactant: [Br:1][C:2]1[CH:7]=[CH:6][C:5]([OH:8])=[CH:4][CH:3]=1.[H-].[Na+].[CH2:11](Cl)[O:12][CH3:13]. Product: [Br:1][C:2]1[CH:7]=[CH:6][C:5]([O:8][CH2:11][O:12][CH3:13])=[CH:4][CH:3]=1. The catalyst class is: 1. (6) Reactant: [CH3:1][O:2][C:3]([C:5]1[CH:14]=[CH:13][C:12]2[C:7](=[CH:8][CH:9]=[C:10]([O:15][CH2:16][C@@H:17]([OH:20])[CH2:18][OH:19])[CH:11]=2)[CH:6]=1)=[O:4].CO[C:23](OC)([CH3:25])[CH3:24].C1(C)C=CC(S([O-])(=O)=O)=CC=1.[NH+]1C=CC=CC=1. Product: [CH3:1][O:2][C:3]([C:5]1[CH:14]=[CH:13][C:12]2[C:7](=[CH:8][CH:9]=[C:10]([O:15][CH2:16][C@@H:17]3[CH2:18][O:19][C:23]([CH3:25])([CH3:24])[O:20]3)[CH:11]=2)[CH:6]=1)=[O:4]. The catalyst class is: 3.